Dataset: Catalyst prediction with 721,799 reactions and 888 catalyst types from USPTO. Task: Predict which catalyst facilitates the given reaction. (1) Reactant: [S:1]1[CH:5]=[CH:4][CH:3]=[C:2]1[C:6]([NH:8][CH2:9][C:10]([OH:12])=[O:11])=O.[CH3:13][N:14]([CH3:23])[C:15]1[C:20]([CH:21]=O)=[CH:19][CH:18]=[CH:17][N:16]=1.C([O-])(=O)C.[Na+].C(OC(=O)C)(=O)C. Product: [CH3:13][N:14]([CH3:23])[C:15]1[C:20]([CH:21]=[C:9]2[C:10](=[O:11])[O:12][C:6]([C:2]3[S:1][CH:5]=[CH:4][CH:3]=3)=[N:8]2)=[CH:19][CH:18]=[CH:17][N:16]=1. The catalyst class is: 6. (2) Reactant: [N:1]1[C:6]2[NH:7][CH:8]=[CH:9][C:5]=2[C:4]([NH2:10])=[N:3][CH:2]=1.CS(O[CH:16]1[CH2:21][CH2:20][N:19]([C:22]([O:24][C:25]([CH3:28])([CH3:27])[CH3:26])=[O:23])[CH2:18][CH2:17]1)(=O)=O.C(=O)([O-])[O-].[Cs+].[Cs+].C(OCC)C. Product: [NH2:10][C:4]1[C:5]2[CH:9]=[CH:8][N:7]([CH:16]3[CH2:21][CH2:20][N:19]([C:22]([O:24][C:25]([CH3:28])([CH3:27])[CH3:26])=[O:23])[CH2:18][CH2:17]3)[C:6]=2[N:1]=[CH:2][N:3]=1. The catalyst class is: 3.